Predict the reactants needed to synthesize the given product. From a dataset of Full USPTO retrosynthesis dataset with 1.9M reactions from patents (1976-2016). The reactants are: [Li]C[CH2:3][CH2:4][CH3:5].C[Si](C)(C)N[Si](C)(C)C.[C:15]([O:18][CH2:19][C@H:20]1[C@H:24]([C:25]2[CH:26]([O:38]C(=O)C3C=CC=C(NC(C)C)C=3Cl)[C:27]([C:35](=[O:37])[CH3:36])(OC)[CH:28]=[CH:29][C:30]=2[O:31][CH3:32])[CH2:23][CH2:22][N:21]1[CH3:52])(=[O:17])[CH3:16].[ClH:53].[C:54](=[O:57])(O)[O-].[Na+].[CH2:59]1[CH2:63][O:62][CH2:61][CH2:60]1. Given the product [Cl:53][C:3]1[C:4]([NH:21][CH:20]([CH3:24])[CH3:19])=[CH:5][CH:61]=[CH:60][C:59]=1[C:63](=[O:62])[CH2:36][C:35]([C:27]1[C:26]([OH:38])=[C:25]([CH:24]2[CH2:23][CH2:22][N:21]([CH3:52])[CH:20]2[CH2:19][O:18][C:15](=[O:17])[CH3:16])[C:30]([O:31][CH3:32])=[CH:29][C:28]=1[O:57][CH3:54])=[O:37], predict the reactants needed to synthesize it.